From a dataset of Reaction yield outcomes from USPTO patents with 853,638 reactions. Predict the reaction yield, written as a fraction of the theoretical maximum amount of product (1.0 means a 100% yield; for example, 0.34 means a 34% yield). (1) The reactants are [CH2:1]([O:6][C:7]1[CH:12]=[CH:11][N:10]=[C:9]([CH2:13][O:14]C(=O)C)[C:8]=1[CH3:18])[CH2:2][CH2:3][CH2:4][CH3:5].[OH-].[Na+]. The catalyst is C1(C)C=CC=CC=1. The product is [CH2:1]([O:6][C:7]1[CH:12]=[CH:11][N:10]=[C:9]([CH2:13][OH:14])[C:8]=1[CH3:18])[CH2:2][CH2:3][CH2:4][CH3:5]. The yield is 0.608. (2) The reactants are [C:14]1(P([C:14]2[CH:19]=[CH:18][CH:17]=[CH:16][CH:15]=2)[C:14]2[CH:19]=[CH:18][CH:17]=[CH:16][CH:15]=2)[CH:19]=[CH:18][CH:17]=[CH:16][CH:15]=1.C[CH:21]([O:23]C(/N=N/C(OC(C)C)=O)=O)C.[NH:34]1[CH:41]=[CH:40][C:38](=[O:39])[NH:37][C:35]1=[O:36].[F:42][C@H:43]1[C@@H:49]2[O:50][Si:51]([CH:65]([CH3:67])[CH3:66])([CH:62]([CH3:64])[CH3:63])[O:52][Si:53]([CH:59]([CH3:61])[CH3:60])([CH:56]([CH3:58])[CH3:57])[O:54][CH2:55][C@H:48]2[C:45]2([CH2:47][CH2:46]2)[C@@H:44]1O. The yield is 0.510. The product is [C:21]([N:37]1[C:38](=[O:39])[CH:40]=[CH:41][N:34]([C@@H:44]2[C:45]3([CH2:47][CH2:46]3)[C@H:48]3[C@@H:49]([O:50][Si:51]([CH:65]([CH3:66])[CH3:67])([CH:62]([CH3:64])[CH3:63])[O:52][Si:53]([CH:56]([CH3:57])[CH3:58])([CH:59]([CH3:61])[CH3:60])[O:54][CH2:55]3)[C@@H:43]2[F:42])[C:35]1=[O:36])(=[O:23])[C:14]1[CH:15]=[CH:16][CH:17]=[CH:18][CH:19]=1. The catalyst is C1COCC1. (3) The catalyst is C1C=CC(P(C2C=CC=CC=2)[C-]2C=CC=C2)=CC=1.C1C=CC(P(C2C=CC=CC=2)[C-]2C=CC=C2)=CC=1.Cl[Pd]Cl.[Fe+2]. The product is [CH3:9][O:8][C:5]1[C:4]([CH3:10])=[CH:3][C:2]([B:14]2[O:15][C:16]([CH3:18])([CH3:17])[C:12]([CH3:28])([CH3:11])[O:13]2)=[CH:7][N:6]=1. The yield is 0.720. The reactants are Br[C:2]1[CH:3]=[C:4]([CH3:10])[C:5]([O:8][CH3:9])=[N:6][CH:7]=1.[CH3:11][C:12]1([CH3:28])[C:16]([CH3:18])([CH3:17])[O:15][B:14]([B:14]2[O:15][C:16]([CH3:18])([CH3:17])[C:12]([CH3:28])([CH3:11])[O:13]2)[O:13]1.C([O-])(=O)C.[K+]. (4) The reactants are [F:1][C:2]1[CH:25]=[C:24]([N+:26]([O-:28])=[O:27])[CH:23]=[CH:22][C:3]=1[O:4][C:5]1[CH:10]=[CH:9][N:8]=[C:7]2[CH:11]=[C:12]([C:14]3[CH:21]=[CH:20][C:17]([CH:18]=O)=[CH:16][N:15]=3)[S:13][C:6]=12.[CH3:29][O:30][CH2:31][CH2:32][NH2:33].C(O[BH-](OC(=O)C)OC(=O)C)(=O)C.[Na+]. The catalyst is C(Cl)Cl. The product is [F:1][C:2]1[CH:25]=[C:24]([N+:26]([O-:28])=[O:27])[CH:23]=[CH:22][C:3]=1[O:4][C:5]1[CH:10]=[CH:9][N:8]=[C:7]2[CH:11]=[C:12]([C:14]3[N:15]=[CH:16][C:17]([CH2:18][NH:33][CH2:32][CH2:31][O:30][CH3:29])=[CH:20][CH:21]=3)[S:13][C:6]=12. The yield is 0.530. (5) The reactants are [CH2:1]([N:8]1[C:13](=O)[CH:12]2[CH:10]([CH:11]2[C:15]([O:17][CH2:18][CH3:19])=[O:16])[C:9]1=O)[C:2]1[CH:7]=[CH:6][CH:5]=[CH:4][CH:3]=1. The catalyst is O1CCCC1. The product is [CH2:1]([N:8]1[CH2:13][CH:12]2[CH:10]([CH:11]2[C:15]([O:17][CH2:18][CH3:19])=[O:16])[CH2:9]1)[C:2]1[CH:3]=[CH:4][CH:5]=[CH:6][CH:7]=1. The yield is 0.625.